From a dataset of NCI-60 drug combinations with 297,098 pairs across 59 cell lines. Regression. Given two drug SMILES strings and cell line genomic features, predict the synergy score measuring deviation from expected non-interaction effect. (1) Drug 2: C1C(C(OC1N2C=NC3=C2NC=NCC3O)CO)O. Cell line: BT-549. Synergy scores: CSS=16.0, Synergy_ZIP=-5.02, Synergy_Bliss=1.68, Synergy_Loewe=-5.30, Synergy_HSA=0.146. Drug 1: C1=CC(=CC=C1CC(C(=O)O)N)N(CCCl)CCCl.Cl. (2) Drug 1: CS(=O)(=O)C1=CC(=C(C=C1)C(=O)NC2=CC(=C(C=C2)Cl)C3=CC=CC=N3)Cl. Drug 2: CC1C(C(=O)NC(C(=O)N2CCCC2C(=O)N(CC(=O)N(C(C(=O)O1)C(C)C)C)C)C(C)C)NC(=O)C3=C4C(=C(C=C3)C)OC5=C(C(=O)C(=C(C5=N4)C(=O)NC6C(OC(=O)C(N(C(=O)CN(C(=O)C7CCCN7C(=O)C(NC6=O)C(C)C)C)C)C(C)C)C)N)C. Cell line: EKVX. Synergy scores: CSS=19.3, Synergy_ZIP=13.7, Synergy_Bliss=17.8, Synergy_Loewe=17.4, Synergy_HSA=17.0. (3) Drug 1: C1=C(C(=O)NC(=O)N1)F. Drug 2: C1=CC=C(C=C1)NC(=O)CCCCCCC(=O)NO. Cell line: MCF7. Synergy scores: CSS=45.5, Synergy_ZIP=8.59, Synergy_Bliss=8.47, Synergy_Loewe=12.9, Synergy_HSA=13.6. (4) Drug 1: CC1=C(C(CCC1)(C)C)C=CC(=CC=CC(=CC(=O)O)C)C. Drug 2: C1C(C(OC1N2C=NC3=C2NC=NCC3O)CO)O. Cell line: U251. Synergy scores: CSS=-5.80, Synergy_ZIP=0.227, Synergy_Bliss=-5.78, Synergy_Loewe=-3.02, Synergy_HSA=-6.93.